This data is from Catalyst prediction with 721,799 reactions and 888 catalyst types from USPTO. The task is: Predict which catalyst facilitates the given reaction. (1) Reactant: [N:1]1([CH2:6]/[C:7](/[C:25]2[S:26][CH:27]=[CH:28][N:29]=2)=[CH:8]/[C:9]2[CH:18]=[CH:17][C:12]([C:13]([O:15][CH3:16])=[O:14])=[C:11]([C:19]3[CH:24]=[CH:23][CH:22]=[CH:21][CH:20]=3)[CH:10]=2)[CH:5]=[CH:4][N:3]=[CH:2]1. Product: [N:1]1([CH2:6][CH:7]([C:25]2[S:26][CH:27]=[CH:28][N:29]=2)[CH2:8][C:9]2[CH:18]=[CH:17][C:12]([C:13]([O:15][CH3:16])=[O:14])=[C:11]([C:19]3[CH:24]=[CH:23][CH:22]=[CH:21][CH:20]=3)[CH:10]=2)[CH:5]=[CH:4][N:3]=[CH:2]1. The catalyst class is: 19. (2) Reactant: [CH:1]([C:3]1[CH:4]=[CH:5][C:6]([C:9]#[N:10])=[N:7][CH:8]=1)=[O:2].C[Si](C)(C)[C:13]([F:16])([F:15])[F:14]. Product: [F:14][C:13]([F:16])([F:15])[CH:1]([C:3]1[CH:4]=[CH:5][C:6]([C:9]#[N:10])=[N:7][CH:8]=1)[OH:2]. The catalyst class is: 1. (3) Reactant: ClC1C=C(C=CC=1)C(OO)=[O:6].[CH2:12]([C:15]1[N:16]([CH2:28][CH2:29][CH2:30][O:31][N:32]2[C:40](=[O:41])[C:39]3[C:34](=[CH:35][CH:36]=[CH:37][CH:38]=3)[C:33]2=[O:42])[C:17]2[C:26]3[CH:25]=[CH:24][CH:23]=[CH:22][C:21]=3[N:20]=[CH:19][C:18]=2[N:27]=1)[CH2:13][CH3:14]. Product: [O-:6][N+:20]1[C:21]2[CH:22]=[CH:23][CH:24]=[CH:25][C:26]=2[C:17]2[N:16]([CH2:28][CH2:29][CH2:30][O:31][N:32]3[C:40](=[O:41])[C:39]4[C:34](=[CH:35][CH:36]=[CH:37][CH:38]=4)[C:33]3=[O:42])[C:15]([CH2:12][CH2:13][CH3:14])=[N:27][C:18]=2[CH:19]=1. The catalyst class is: 22. (4) Reactant: [CH3:1][C:2]1[CH:7]=[CH:6][C:5]([S:8]([O:11][CH2:12][CH2:13][O:14][CH2:15][CH2:16][O:17][CH2:18][CH2:19][O:20][C:21]2[CH:26]=[CH:25][C:24](/[CH:27]=[CH:28]/[C:29]3[CH:34]=[CH:33][C:32]([N:35](C(OC(C)(C)C)=O)[CH3:36])=[CH:31][CH:30]=3)=[CH:23][CH:22]=2)(=[O:10])=[O:9])=[CH:4][CH:3]=1.FC(F)(F)C(O)=O. Product: [CH3:1][C:2]1[CH:3]=[CH:4][C:5]([S:8]([O:11][CH2:12][CH2:13][O:14][CH2:15][CH2:16][O:17][CH2:18][CH2:19][O:20][C:21]2[CH:26]=[CH:25][C:24](/[CH:27]=[CH:28]/[C:29]3[CH:34]=[CH:33][C:32]([NH:35][CH3:36])=[CH:31][CH:30]=3)=[CH:23][CH:22]=2)(=[O:9])=[O:10])=[CH:6][CH:7]=1. The catalyst class is: 4. (5) Reactant: Br[C:2]1[CH:3]=[C:4]([F:10])[C:5]([F:9])=[C:6]([F:8])[CH:7]=1.[B:11]1([B:11]2[O:15][C:14]([CH3:17])([CH3:16])[C:13]([CH3:19])([CH3:18])[O:12]2)[O:15][C:14]([CH3:17])([CH3:16])[C:13]([CH3:19])([CH3:18])[O:12]1.C([O-])(=O)C.[K+]. Product: [CH3:18][C:13]1([CH3:19])[C:14]([CH3:17])([CH3:16])[O:15][B:11]([C:2]2[CH:3]=[C:4]([F:10])[C:5]([F:9])=[C:6]([F:8])[CH:7]=2)[O:12]1. The catalyst class is: 235. (6) Reactant: [N+](C1C=CC(CCN)=CC=1)([O-])=O.[CH3:13][O:14][C:15]1[N:20]=[C:19]([NH:21][CH2:22][CH2:23][C:24]2[S:25][CH:26]=[CH:27][CH:28]=2)[CH:18]=[C:17]([C:29]2[CH:34]=[CH:33][CH:32]=[C:31]([O:35][CH3:36])[CH:30]=2)[N:16]=1.[ClH:37]. Product: [ClH:37].[CH3:13][O:14][C:15]1[N:20]=[C:19]([NH:21][CH2:22][CH2:23][C:24]2[S:25][CH:26]=[CH:27][CH:28]=2)[CH:18]=[C:17]([C:29]2[CH:34]=[CH:33][CH:32]=[C:31]([O:35][CH3:36])[CH:30]=2)[N:16]=1. The catalyst class is: 863. (7) Reactant: [CH:1]([CH:4]1[CH2:9][CH2:8][C:7]([C:10]2[O:14][N:13]=[C:12]([C:15]([O:17]CC)=[O:16])[C:11]=2[CH3:20])=[CH:6][CH2:5]1)([CH3:3])[CH3:2].CO.[OH-].[Na+]. Product: [CH:1]([CH:4]1[CH2:9][CH2:8][C:7]([C:10]2[O:14][N:13]=[C:12]([C:15]([OH:17])=[O:16])[C:11]=2[CH3:20])=[CH:6][CH2:5]1)([CH3:3])[CH3:2]. The catalyst class is: 1. (8) Reactant: [CH:1]1([NH:4][C:5]([C:7]2[CH:8]=[CH:9][C:10]([CH3:34])=[C:11]([NH:13][C:14]([C:16]3[CH:33]=[CH:32][C:19]([O:20][CH2:21][C:22]4[CH:31]=[CH:30][C:25]([C:26](OC)=[O:27])=[CH:24][N:23]=4)=[CH:18][CH:17]=3)=[O:15])[CH:12]=2)=[O:6])[CH2:3][CH2:2]1.[H-].[H-].[H-].[H-].[Li+].[Al+3].[O-]S([O-])(=O)=O.[Na+].[Na+]. Product: [CH:1]1([NH:4][C:5](=[O:6])[C:7]2[CH:8]=[CH:9][C:10]([CH3:34])=[C:11]([NH:13][C:14](=[O:15])[C:16]3[CH:17]=[CH:18][C:19]([O:20][CH2:21][C:22]4[CH:31]=[CH:30][C:25]([CH2:26][OH:27])=[CH:24][N:23]=4)=[CH:32][CH:33]=3)[CH:12]=2)[CH2:2][CH2:3]1. The catalyst class is: 1.